Dataset: HIV replication inhibition screening data with 41,000+ compounds from the AIDS Antiviral Screen. Task: Binary Classification. Given a drug SMILES string, predict its activity (active/inactive) in a high-throughput screening assay against a specified biological target. (1) The drug is COc1ccc2c3c1OC1C4(OC)CCC5(CC4C(C)=O)C(C2)N(C)CCC315.Cl. The result is 0 (inactive). (2) The molecule is O=c1c(O)c(O)c(=O)c(=O)c1=O.[KH]. The result is 0 (inactive). (3) The compound is O=c1c(SCc2cccc(F)c2)c(SCc2cccc(F)c2)cnn1-c1ccccc1. The result is 0 (inactive). (4) The drug is O=S1(=O)c2ccccc2C(c2ccccc2)(c2ccccc2)N1c1ccccc1. The result is 0 (inactive).